From a dataset of Full USPTO retrosynthesis dataset with 1.9M reactions from patents (1976-2016). Predict the reactants needed to synthesize the given product. Given the product [CH:1]([C:4]1[CH:13]=[CH:12][C:7]([C:8]([NH:10][NH:11][C:22]([C:24]2[CH:33]=[CH:32][C:27]([C:28]([OH:30])=[O:29])=[CH:26][CH:25]=2)=[O:23])=[O:9])=[CH:6][CH:5]=1)([CH3:3])[CH3:2], predict the reactants needed to synthesize it. The reactants are: [CH:1]([C:4]1[CH:13]=[CH:12][C:7]([C:8]([NH:10][NH2:11])=[O:9])=[CH:6][CH:5]=1)([CH3:3])[CH3:2].CCN(CC)CC.Cl[C:22]([C:24]1[CH:33]=[CH:32][C:27]([C:28]([O:30]C)=[O:29])=[CH:26][CH:25]=1)=[O:23].